From a dataset of Full USPTO retrosynthesis dataset with 1.9M reactions from patents (1976-2016). Predict the reactants needed to synthesize the given product. (1) Given the product [Si:18]([O:8][CH2:7][C:3]1[N:4]=[CH:5][S:6][C:2]=1[CH3:1])([C:15]([CH3:17])([CH3:16])[CH3:14])([CH3:20])[CH3:19], predict the reactants needed to synthesize it. The reactants are: [CH3:1][C:2]1[S:6][CH:5]=[N:4][C:3]=1[CH2:7][OH:8].N1C=CN=C1.[CH3:14][C:15]([Si:18](Cl)([CH3:20])[CH3:19])([CH3:17])[CH3:16]. (2) Given the product [Cl:1][C:2]1[CH:10]=[C:9]([NH:11][C@@H:12]([CH3:15])[CH2:13][F:14])[C:5]([C:6]([NH:25][CH2:26][C@@H:27]([F:32])[C:28]([OH:30])([CH3:31])[CH3:29])=[O:8])=[CH:4][N:3]=1, predict the reactants needed to synthesize it. The reactants are: [Cl:1][C:2]1[CH:10]=[C:9]([NH:11][C@@H:12]([CH3:15])[CH2:13][F:14])[C:5]([C:6]([OH:8])=O)=[CH:4][N:3]=1.CCN(C(C)C)C(C)C.[NH2:25][CH2:26][C@@H:27]([F:32])[C:28]([CH3:31])([OH:30])[CH3:29].CN(C(ON1N=NC2C=CC=NC1=2)=[N+](C)C)C.F[P-](F)(F)(F)(F)F. (3) Given the product [CH3:20][O:21][C:22](=[O:41])[C@@H:23]([NH:33][C:34]([O:36][C:37]([CH3:39])([CH3:38])[CH3:40])=[O:35])[CH2:24][C:25]1[CH:30]=[CH:29][C:28]([O:18][CH2:17][CH2:16][C@H:15]([CH:12]2[CH2:13][CH2:14][N:9]([C:7]3[O:6][N:5]=[C:4]([CH:1]([CH3:3])[CH3:2])[N:8]=3)[CH2:10][CH2:11]2)[CH3:19])=[CH:27][C:26]=1[F:32], predict the reactants needed to synthesize it. The reactants are: [CH:1]([C:4]1[N:8]=[C:7]([N:9]2[CH2:14][CH2:13][CH:12]([C@H:15]([CH3:19])[CH2:16][CH2:17][OH:18])[CH2:11][CH2:10]2)[O:6][N:5]=1)([CH3:3])[CH3:2].[CH3:20][O:21][C:22](=[O:41])[C@@H:23]([NH:33][C:34]([O:36][C:37]([CH3:40])([CH3:39])[CH3:38])=[O:35])[CH2:24][C:25]1[CH:30]=[CH:29][C:28](O)=[CH:27][C:26]=1[F:32].